This data is from Reaction yield outcomes from USPTO patents with 853,638 reactions. The task is: Predict the reaction yield, written as a fraction of the theoretical maximum amount of product (1.0 means a 100% yield; for example, 0.34 means a 34% yield). (1) The reactants are C(OC([N:8]1[CH2:12][CH2:11][CH2:10][C@@H:9]1[CH2:13][O:14][C:15]1[CH:20]=[CH:19][C:18]([O:21][C:22]2[CH:27]=[CH:26][C:25]([C:28]3([C:31]#[N:32])[CH2:30][CH2:29]3)=[CH:24][CH:23]=2)=[CH:17][CH:16]=1)=O)(C)(C)C.[ClH:33].CCOCC. The catalyst is O1CCOCC1. The product is [ClH:33].[NH:8]1[CH2:12][CH2:11][CH2:10][C@@H:9]1[CH2:13][O:14][C:15]1[CH:16]=[CH:17][C:18]([O:21][C:22]2[CH:27]=[CH:26][C:25]([C:28]3([C:31]#[N:32])[CH2:30][CH2:29]3)=[CH:24][CH:23]=2)=[CH:19][CH:20]=1. The yield is 0.850. (2) The reactants are [CH2:1]([S:5]([N:8]1[CH2:17][CH2:16][C:15]2[N:14]=[C:13]([C:18]([O:20]C)=O)[CH:12]=[CH:11][C:10]=2[CH2:9]1)(=[O:7])=[O:6])[CH2:2][CH2:3][CH3:4].[K].[NH2:23][OH:24].C(O)(=O)C. The catalyst is CO. The product is [CH2:1]([S:5]([N:8]1[CH2:17][CH2:16][C:15]2[N:14]=[C:13]([C:18]([NH:23][OH:24])=[O:20])[CH:12]=[CH:11][C:10]=2[CH2:9]1)(=[O:6])=[O:7])[CH2:2][CH2:3][CH3:4]. The yield is 0.283. (3) The reactants are Br[C:2]1[CH:3]=[C:4]2[C:8](=[N:9][CH:10]=1)[NH:7][CH:6]=[CH:5]2.[CH3:11][O-:12].[Na+]. The catalyst is CN(C)C=O.CO.[Cu]Br. The product is [CH3:11][O:12][C:2]1[CH:3]=[C:4]2[CH:5]=[CH:6][NH:7][C:8]2=[N:9][CH:10]=1. The yield is 0.500. (4) The reactants are [CH2:1]([O:3][C:4]([C:6]1[C:7]([CH3:24])=[N:8][C:9]([NH:12][CH2:13][CH2:14][CH2:15][C:16]2[CH:21]=[CH:20][CH:19]=[C:18]([O:22]C)[CH:17]=2)=[N:10][CH:11]=1)=[O:5])[CH3:2].B(Br)(Br)Br.C(Cl)Cl. The catalyst is C(Cl)Cl. The product is [CH2:1]([O:3][C:4]([C:6]1[C:7]([CH3:24])=[N:8][C:9]([NH:12][CH2:13][CH2:14][CH2:15][C:16]2[CH:21]=[CH:20][CH:19]=[C:18]([OH:22])[CH:17]=2)=[N:10][CH:11]=1)=[O:5])[CH3:2]. The yield is 0.980. (5) The reactants are [Li+].[CH:2]([N:5]1[C:9]([C:10]2[N:19]=[C:18]3[N:12]([CH2:13][CH2:14][O:15][C:16]4[CH:23]=[C:22]([NH:24][CH2:25][C:26]([O-])=[O:27])[CH:21]=[CH:20][C:17]=43)[CH:11]=2)=[N:8][CH:7]=[N:6]1)([CH3:4])[CH3:3].C([N:31]=C=NCCCN(C)C)C.O.ON1C2C=CC=CC=2N=N1.CCN(C(C)C)C(C)C.[Cl-].[NH4+]. The catalyst is CN(C=O)C. The product is [CH:2]([N:5]1[C:9]([C:10]2[N:19]=[C:18]3[C:17]4[CH:20]=[CH:21][C:22]([NH:24][CH2:25][C:26]([NH2:31])=[O:27])=[CH:23][C:16]=4[O:15][CH2:14][CH2:13][N:12]3[CH:11]=2)=[N:8][CH:7]=[N:6]1)([CH3:4])[CH3:3]. The yield is 0.370. (6) The reactants are [C:1]([C:5]1[CH:15]=[CH:14][CH:13]=[CH:12][C:6]=1[O:7][CH:8]1[CH2:11][NH:10][CH2:9]1)([CH3:4])([CH3:3])[CH3:2].Cl.[N:17]1[CH:22]=[CH:21][CH:20]=[CH:19][C:18]=1[C:23](Cl)=[O:24]. The catalyst is N1C=CC=CC=1. The product is [C:1]([C:5]1[CH:15]=[CH:14][CH:13]=[CH:12][C:6]=1[O:7][CH:8]1[CH2:9][N:10]([C:23]([C:18]2[CH:19]=[CH:20][CH:21]=[CH:22][N:17]=2)=[O:24])[CH2:11]1)([CH3:4])([CH3:2])[CH3:3]. The yield is 0.310. (7) The reactants are C(OC(=O)[NH:7][CH2:8][CH2:9][CH2:10][N:11]1[CH2:16][CH2:15][CH:14]([N:17]2[CH2:22][CH2:21][CH2:20][CH2:19][CH2:18]2)[CH2:13][CH2:12]1)(C)(C)C.[ClH:24]. The catalyst is O1CCOCC1.C(OCC)C. The product is [ClH:24].[ClH:24].[ClH:24].[N:17]1([CH:14]2[CH2:15][CH2:16][N:11]([CH2:10][CH2:9][CH2:8][NH2:7])[CH2:12][CH2:13]2)[CH2:22][CH2:21][CH2:20][CH2:19][CH2:18]1. The yield is 0.920. (8) The reactants are [F:1][C:2]1[CH:6]=[N:5][N:4]([CH3:7])[C:3]=1[C:8]1[CH:9]=[C:10]([NH2:16])[CH:11]=[CH:12][C:13]=1[O:14][CH3:15].[F:17][C:18]([F:29])([F:28])[C:19]1[CH:20]=[C:21]([N:25]=[C:26]=[O:27])[CH:22]=[CH:23][CH:24]=1. No catalyst specified. The product is [F:1][C:2]1[CH:6]=[N:5][N:4]([CH3:7])[C:3]=1[C:8]1[CH:9]=[C:10]([NH:16][C:26]([NH:25][C:21]2[CH:22]=[CH:23][CH:24]=[C:19]([C:18]([F:17])([F:28])[F:29])[CH:20]=2)=[O:27])[CH:11]=[CH:12][C:13]=1[O:14][CH3:15]. The yield is 0.480. (9) The reactants are [CH2:1]([S:8][C:9]1[CH:10]=[CH:11][C:12]([NH:22][C:23]2[CH:28]=[CH:27][C:26]([Cl:29])=[CH:25][C:24]=2[Br:30])=[C:13](/[CH:15]=[CH:16]/[C:17](OCC)=[O:18])[CH:14]=1)[C:2]1[CH:7]=[CH:6][CH:5]=[CH:4][CH:3]=1.CO.C[O-].[Na+].C(O)(=O)C. The catalyst is CCCCCCC. The product is [CH2:1]([S:8][C:9]1[CH:14]=[C:13]2[C:12](=[CH:11][CH:10]=1)[N:22]([C:23]1[CH:28]=[CH:27][C:26]([Cl:29])=[CH:25][C:24]=1[Br:30])[C:17](=[O:18])[CH:16]=[CH:15]2)[C:2]1[CH:3]=[CH:4][CH:5]=[CH:6][CH:7]=1. The yield is 0.616. (10) The product is [CH3:1][O:2][C:3]1[CH:8]=[CH:7][CH:6]=[CH:5][C:4]=1[S:9]([N:12]([CH3:31])[C:13]1[CH:14]=[CH:15][CH:16]=[C:17]2[C:21]=1[NH:20][C:19]([C:22]1[S:23][CH:24]([CH2:27][C:28]([NH:38][C:35]3[NH:36][CH:37]=[N:33][N:34]=3)=[O:29])[CH2:25][N:26]=1)=[CH:18]2)(=[O:10])=[O:11]. The yield is 0.690. The reactants are [CH3:1][O:2][C:3]1[CH:8]=[CH:7][CH:6]=[CH:5][C:4]=1[S:9]([N:12]([CH3:31])[C:13]1[CH:14]=[CH:15][CH:16]=[C:17]2[C:21]=1[NH:20][C:19]([C:22]1[S:23][CH:24]([CH2:27][C:28](O)=[O:29])[CH2:25][N:26]=1)=[CH:18]2)(=[O:11])=[O:10].N[N:33]1[CH:37]=[N:36][CH:35]=[N:34]1.[N:38]1(O)C2C=CC=CC=2N=N1.Cl.CN(C)CCCN=C=NCC. The catalyst is C(OCC)(=O)C.CN(C)C=O.